This data is from Reaction yield outcomes from USPTO patents with 853,638 reactions. The task is: Predict the reaction yield, written as a fraction of the theoretical maximum amount of product (1.0 means a 100% yield; for example, 0.34 means a 34% yield). (1) The reactants are Br[C:2]1[C:3]([CH3:14])=[C:4]([CH3:13])[C:5]2[O:9][CH:8]([CH3:10])[CH2:7][C:6]=2[C:11]=1[CH3:12].[CH3:15][O:16][C:17]1[CH:22]=[C:21]([O:23][CH3:24])[CH:20]=[CH:19][C:18]=1[N:25]1[CH2:30][CH2:29][NH:28][CH2:27][CH2:26]1. No catalyst specified. The product is [CH3:15][O:16][C:17]1[CH:22]=[C:21]([O:23][CH3:24])[CH:20]=[CH:19][C:18]=1[N:25]1[CH2:26][CH2:27][N:28]([C:2]2[C:3]([CH3:14])=[C:4]([CH3:13])[C:5]3[O:9][CH:8]([CH3:10])[CH2:7][C:6]=3[C:11]=2[CH3:12])[CH2:29][CH2:30]1. The yield is 0.540. (2) The reactants are C1(O[C:8](=[O:16])[NH:9][C:10]2[S:11][C:12]([Br:15])=[CH:13][N:14]=2)C=CC=CC=1.[CH3:17][C:18]1[O:22][C:21]([CH2:23][NH2:24])=[CH:20][CH:19]=1.C(N(CC)CC)C. The catalyst is O1CCOCC1. The product is [Br:15][C:12]1[S:11][C:10]([NH:9][C:8]([NH:24][CH2:23][C:21]2[O:22][C:18]([CH3:17])=[CH:19][CH:20]=2)=[O:16])=[N:14][CH:13]=1. The yield is 0.470. (3) The reactants are C(O[C:6]([N:8](C)[C:9]1[CH:14]=[C:13]([O:15][C:16]2[CH:24]=[CH:23][C:19]3[CH2:20][CH2:21][O:22][C:18]=3[CH:17]=2)[CH:12]=[CH:11][C:10]=1[NH:25][C:26](=O)[CH2:27][O:28][C:29]1[CH:30]=[C:31]([CH:36]=[CH:37][CH:38]=1)[C:32]([O:34][CH3:35])=[O:33])=O)(C)(C)C.[ClH:41].C(OCC)(=O)C. No catalyst specified. The product is [ClH:41].[O:22]1[C:23]2[CH:24]=[C:16]([O:15][C:13]3[CH:12]=[CH:11][C:10]4[N:25]=[C:26]([CH2:27][O:28][C:29]5[CH:30]=[C:31]([CH:36]=[CH:37][CH:38]=5)[C:32]([O:34][CH3:35])=[O:33])[N:8]([CH3:6])[C:9]=4[CH:14]=3)[CH:17]=[CH:18][C:19]=2[CH2:20][CH2:21]1. The yield is 1.00. (4) The reactants are C([Li])CCC.[F:6][C:7]([F:15])([F:14])[CH:8]([OH:13])[C:9]([F:12])(F)[F:10].[CH:16]12[CH2:22][CH:19]([CH:20]=[CH:21]1)[CH2:18][CH:17]2[CH:23]=[O:24].Cl.[O:26]1CCCC1. The catalyst is CCCCCC. The product is [CH:16]12[CH2:22][CH:19]([CH:20]=[CH:21]1)[CH2:18][CH:17]2[CH:23]([OH:24])[C:9]([F:12])([F:10])[C:8]([OH:26])([OH:13])[C:7]([F:15])([F:14])[F:6]. The yield is 0.800. (5) The reactants are [OH:1][CH2:2][C:3]([CH2:8][OH:9])([CH3:7])[C:4]([OH:6])=[O:5].[CH3:10][Si](C=[N+]=[N-])(C)C. The catalyst is CO.C(OCC)C. The product is [OH:1][CH2:2][C:3]([CH2:8][OH:9])([CH3:7])[C:4]([O:6][CH3:10])=[O:5]. The yield is 0.340.